Dataset: Reaction yield outcomes from USPTO patents with 853,638 reactions. Task: Predict the reaction yield, written as a fraction of the theoretical maximum amount of product (1.0 means a 100% yield; for example, 0.34 means a 34% yield). (1) The reactants are [CH3:1][O:2][C:3](=[O:14])[C:4]1[CH:9]=[C:8]([N+:10]([O-])=O)[C:7]([NH2:13])=[N:6][CH:5]=1. The catalyst is CO.[Pd]. The product is [CH3:1][O:2][C:3](=[O:14])[C:4]1[CH:9]=[C:8]([NH2:10])[C:7]([NH2:13])=[N:6][CH:5]=1. The yield is 0.940. (2) The reactants are Cl.[CH2:2]([O:9][C:10](=[O:20])[C@H:11]([CH2:13][C:14]1[CH:19]=[CH:18][CH:17]=[CH:16][CH:15]=1)[NH2:12])[C:3]1[CH:8]=[CH:7][CH:6]=[CH:5][CH:4]=1.[NH:21]([C:33]([O:35][CH2:36][C:37]1[CH:42]=[CH:41][CH:40]=[CH:39][CH:38]=1)=[O:34])[C@H:22]([C:30](O)=[O:31])[CH2:23][C:24]1[CH:29]=[CH:28][CH:27]=[CH:26][CH:25]=1.CCN(C(C)C)C(C)C.ON1C2N=CC=CC=2N=N1.C(Cl)CCl. The catalyst is C(Cl)Cl. The product is [CH2:36]([O:35][C:33]([NH:21][C@@H:22]([CH2:23][C:24]1[CH:29]=[CH:28][CH:27]=[CH:26][CH:25]=1)[C:30]([NH:12][C@@H:11]([CH2:13][C:14]1[CH:19]=[CH:18][CH:17]=[CH:16][CH:15]=1)[C:10]([O:9][CH2:2][C:3]1[CH:4]=[CH:5][CH:6]=[CH:7][CH:8]=1)=[O:20])=[O:31])=[O:34])[C:37]1[CH:38]=[CH:39][CH:40]=[CH:41][CH:42]=1. The yield is 0.870. (3) The reactants are [Cl:1][C:2]1[CH:7]=[CH:6][C:5]([N:8]2[CH2:13][CH2:12][NH:11][CH2:10][C@@H:9]2[CH3:14])=[CH:4][CH:3]=1.N1C(C)=CC=CC=1C.[I-].[K+].Br[CH2:26][CH2:27][CH:28]=[C:29]1[C:35]2[CH:36]=[CH:37][CH:38]=[N:39][C:34]=2[CH2:33][O:32][C:31]2[CH:40]=[CH:41][C:42]([C:44]([OH:47])([CH3:46])[CH3:45])=[CH:43][C:30]1=2. The catalyst is C(O)(C)C. The product is [Cl:1][C:2]1[CH:3]=[CH:4][C:5]([N:8]2[CH2:13][CH2:12][N:11]([CH2:26][CH2:27][CH:28]=[C:29]3[C:35]4[CH:36]=[CH:37][CH:38]=[N:39][C:34]=4[CH2:33][O:32][C:31]4[CH:40]=[CH:41][C:42]([C:44]([OH:47])([CH3:46])[CH3:45])=[CH:43][C:30]3=4)[CH2:10][C@@H:9]2[CH3:14])=[CH:6][CH:7]=1. The yield is 0.180. (4) The reactants are [CH3:1][O:2][C:3](=[O:11])[C:4]1[CH:9]=[CH:8][C:7]([NH2:10])=[N:6][CH:5]=1.[C:12]1(=O)[O:17][C:15](=[O:16])[C:14]2=[CH:18][CH:19]=[CH:20][CH:21]=[C:13]12.O. The catalyst is C1(C)C=CC=CC=1. The product is [CH3:1][O:2][C:3](=[O:11])[C:4]1[CH:9]=[CH:8][C:7]([N:10]2[C:15](=[O:16])[C:14]3[C:13](=[CH:21][CH:20]=[CH:19][CH:18]=3)[C:12]2=[O:17])=[N:6][CH:5]=1. The yield is 0.600. (5) The reactants are [NH2:1][C:2]1[N:7]=[C:6]([NH2:8])[C:5]([O:9][C:10]2[C:15]([CH:16]([CH3:18])[CH3:17])=[CH:14][C:13]([OH:19])=[C:12]([I:20])[CH:11]=2)=[CH:4][N:3]=1.C(=O)([O-])[O-].[K+].[K+].[CH2:27](Cl)[C:28]#[CH:29]. The catalyst is CN(C)C=O. The product is [I:20][C:12]1[C:13]([O:19][CH2:29][C:28]#[CH:27])=[CH:14][C:15]([CH:16]([CH3:18])[CH3:17])=[C:10]([CH:11]=1)[O:9][C:5]1[C:6]([NH2:8])=[N:7][C:2]([NH2:1])=[N:3][CH:4]=1. The yield is 0.710. (6) The reactants are [Li+].[OH-].FC1C=C(C=CC=1F)C([O:9][CH2:10][C@@H:11]([N:15]([CH3:26])[C:16](=[O:25])[C:17]1[CH:22]=[CH:21][C:20]([F:23])=[C:19]([F:24])[CH:18]=1)[CH:12]([CH3:14])[CH3:13])=O.C(O)(=O)C.C([O-])(O)=O.[Na+]. The catalyst is CO. The product is [F:24][C:19]1[CH:18]=[C:17]([CH:22]=[CH:21][C:20]=1[F:23])[C:16]([N:15]([C@@H:11]([CH:12]([CH3:14])[CH3:13])[CH2:10][OH:9])[CH3:26])=[O:25]. The yield is 0.990. (7) The reactants are [F-].C([N+](CCCC)(CCCC)CCCC)CCC.[O:19]1[CH2:24][CH2:23][CH2:22][CH2:21][CH:20]1[O:25][CH:26]([C:35]1[CH:40]=[CH:39][C:38]([CH2:41][O:42][Si](C(C)C)(C(C)C)C(C)C)=[CH:37][CH:36]=1)[C:27]1[CH:28]=[C:29]([CH:32]=[CH:33][CH:34]=1)[C:30]#[N:31]. The catalyst is O1CCCC1.O. The product is [OH:42][CH2:41][C:38]1[CH:39]=[CH:40][C:35]([CH:26]([O:25][CH:20]2[CH2:21][CH2:22][CH2:23][CH2:24][O:19]2)[C:27]2[CH:28]=[C:29]([CH:32]=[CH:33][CH:34]=2)[C:30]#[N:31])=[CH:36][CH:37]=1. The yield is 0.820. (8) The yield is 0.780. The reactants are C1([C:7](=[N:14][C:15]([CH2:27][CH2:28][CH2:29][CH2:30][B:31]2[O:35][C:34]([CH3:37])([CH3:36])[C:33]([CH3:39])([CH3:38])[O:32]2)([CH2:23][CH2:24][CH:25]=[CH2:26])[C:16]([O:18][C:19]([CH3:22])([CH3:21])[CH3:20])=[O:17])C2C=CC=CC=2)C=CC=CC=1.Cl.C(=O)(O)[O-:42].[Na+].C(=O)([O:47][C:48]([CH3:51])([CH3:50])[CH3:49])[O:47][C:48]([CH3:51])([CH3:50])[CH3:49]. The product is [C:48]([O:47][C:7]([NH:14][C:15]([CH2:27][CH2:28][CH2:29][CH2:30][B:31]1[O:35][C:34]([CH3:37])([CH3:36])[C:33]([CH3:38])([CH3:39])[O:32]1)([CH2:23][CH2:24][CH:25]=[CH2:26])[C:16]([O:18][C:19]([CH3:20])([CH3:21])[CH3:22])=[O:17])=[O:42])([CH3:51])([CH3:50])[CH3:49]. The catalyst is C(OCC)C.